From a dataset of Forward reaction prediction with 1.9M reactions from USPTO patents (1976-2016). Predict the product of the given reaction. (1) Given the reactants [NH2:1][C:2]1[CH:7]=[CH:6][CH:5]=[CH:4][C:3]=1[C:8]1[NH:12][C:11]([CH3:13])=[C:10]([C:14]([NH2:16])=[O:15])[CH:9]=1.C(N(CC)CC)C.[OH:24][C:25]1[CH:30]=[CH:29][C:28]([S:31](Cl)(=[O:33])=[O:32])=[CH:27][CH:26]=1, predict the reaction product. The product is: [OH:24][C:25]1[CH:30]=[CH:29][C:28]([S:31]([NH:1][C:2]2[CH:7]=[CH:6][CH:5]=[CH:4][C:3]=2[C:8]2[NH:12][C:11]([CH3:13])=[C:10]([C:14]([NH2:16])=[O:15])[CH:9]=2)(=[O:33])=[O:32])=[CH:27][CH:26]=1. (2) Given the reactants [H-].[H-].[H-].[H-].[Li+].[Al+3].CCOCC.C([O:14][C:15](=O)[C:16]([CH3:21])([CH3:20])[CH:17]([CH3:19])[CH3:18])C, predict the reaction product. The product is: [CH3:20][C:16]([CH3:21])([CH:17]([CH3:19])[CH3:18])[CH2:15][OH:14].[CH3:20][C:16]([CH3:21])([CH:17]([CH3:19])[CH3:18])[CH2:15][OH:14]. (3) The product is: [CH3:9][C:10]1[CH:15]=[CH:14][C:13]([NH:16][C:17](=[O:30])[C:18]2[CH:23]=[CH:22][CH:21]=[C:20]([N:24]3[CH2:29][CH2:28][O:27][CH2:26][CH2:25]3)[CH:19]=2)=[CH:12][C:11]=1[NH:31][C:32](=[O:40])[C:33]1[CH:34]=[CH:35][C:36]([O:39][C:2]2[CH:7]=[C:6]([Cl:8])[N:5]=[CH:4][N:3]=2)=[CH:37][CH:38]=1. Given the reactants Cl[C:2]1[CH:7]=[C:6]([Cl:8])[N:5]=[CH:4][N:3]=1.[CH3:9][C:10]1[CH:15]=[CH:14][C:13]([NH:16][C:17](=[O:30])[C:18]2[CH:23]=[CH:22][CH:21]=[C:20]([N:24]3[CH2:29][CH2:28][O:27][CH2:26][CH2:25]3)[CH:19]=2)=[CH:12][C:11]=1[NH:31][C:32](=[O:40])[C:33]1[CH:38]=[CH:37][C:36]([OH:39])=[CH:35][CH:34]=1.C(=O)([O-])[O-].[Cs+].[Cs+].CC(N(C)C)=O, predict the reaction product. (4) Given the reactants [CH3:1][O:2][CH2:3][C@@H:4]([NH:6][C:7]([C:9]1[C:17]2[C:12](=[N:13][CH:14]=[C:15]([C:18]3[N:19]=[CH:20][N:21]4[CH:26]=[C:25]([F:27])[CH:24]=[C:23]([F:28])[C:22]=34)[N:16]=2)[N:11](COCC[Si](C)(C)C)[CH:10]=1)=[O:8])[CH3:5].FC(F)(F)C(O)=O.C(N)CN, predict the reaction product. The product is: [CH3:1][O:2][CH2:3][C@@H:4]([NH:6][C:7]([C:9]1[C:17]2[C:12](=[N:13][CH:14]=[C:15]([C:18]3[N:19]=[CH:20][N:21]4[CH:26]=[C:25]([F:27])[CH:24]=[C:23]([F:28])[C:22]=34)[N:16]=2)[NH:11][CH:10]=1)=[O:8])[CH3:5]. (5) Given the reactants CN(C(ON1N=NC2C=CC=NC1=2)=[N+](C)C)C.F[P-](F)(F)(F)(F)F.[C:25]([N:28]1[C:37]2[C:32](=[CH:33][C:34]([NH2:38])=[CH:35][CH:36]=2)[C:31]([C:40]2[CH:45]=[CH:44][CH:43]=[CH:42][CH:41]=2)([CH3:39])[CH2:30][C:29]1([CH3:47])[CH3:46])(=[O:27])[CH3:26].[C:48]1([CH3:66])[CH:53]=[CH:52][C:51]([C:54]([O:56][C:57]2[CH:65]=[CH:64][CH:63]=[CH:62][C:58]=2[C:59](O)=[O:60])=[O:55])=[CH:50][CH:49]=1.C(N(CC)C(C)C)(C)C, predict the reaction product. The product is: [C:25]([N:28]1[C:37]2[C:32](=[CH:33][C:34]([NH:38][C:59](=[O:60])[C:58]3[CH:62]=[CH:63][CH:64]=[CH:65][C:57]=3[O:56][C:54]([C:51]3[CH:50]=[CH:49][C:48]([CH3:66])=[CH:53][CH:52]=3)=[O:55])=[CH:35][CH:36]=2)[C:31]([C:40]2[CH:45]=[CH:44][CH:43]=[CH:42][CH:41]=2)([CH3:39])[CH2:30][C:29]1([CH3:47])[CH3:46])(=[O:27])[CH3:26]. (6) Given the reactants [CH3:1][O:2][C:3]1[CH:4]=[CH:5][C:6]2[O:11][CH2:10][CH:9]([CH2:12][OH:13])[O:8][C:7]=2[CH:14]=1.[C:15]1([CH3:25])[CH:20]=[CH:19][C:18]([S:21](Cl)(=[O:23])=[O:22])=[CH:17][CH:16]=1.C([O-])([O-])=O.[Na+].[Na+], predict the reaction product. The product is: [CH3:25][C:15]1[CH:20]=[CH:19][C:18]([S:21]([O:13][CH2:12][CH:9]2[O:8][C:7]3[CH:14]=[C:3]([O:2][CH3:1])[CH:4]=[CH:5][C:6]=3[O:11][CH2:10]2)(=[O:23])=[O:22])=[CH:17][CH:16]=1.